Dataset: Forward reaction prediction with 1.9M reactions from USPTO patents (1976-2016). Task: Predict the product of the given reaction. (1) Given the reactants C([O:3][C:4](=O)[C:5]1[C:10]([F:11])=[CH:9][CH:8]=[C:7]([NH:12][S:13]([C:16]2[S:17][CH:18]=[CH:19][CH:20]=2)(=[O:15])=[O:14])[C:6]=1[F:21])C.[AlH4-].[Li+], predict the reaction product. The product is: [F:21][C:6]1[C:5]([CH2:4][OH:3])=[C:10]([F:11])[CH:9]=[CH:8][C:7]=1[NH:12][S:13]([C:16]1[S:17][CH:18]=[CH:19][CH:20]=1)(=[O:15])=[O:14]. (2) Given the reactants [CH3:1][C@@H:2]([CH2:7][C:8]1[CH:13]=[CH:12][CH:11]=[CH:10][CH:9]=1)[C:3](OC)=[O:4].[H][H], predict the reaction product. The product is: [CH3:1][C@@H:2]([CH2:7][C:8]1[CH:13]=[CH:12][CH:11]=[CH:10][CH:9]=1)[CH2:3][OH:4].